This data is from Full USPTO retrosynthesis dataset with 1.9M reactions from patents (1976-2016). The task is: Predict the reactants needed to synthesize the given product. (1) Given the product [C:36]([NH:1][CH2:2][CH:3]1[N:12]2[C:7](=[CH:8][C:9](=[O:18])[C:10]([C:13]([O:15][CH2:16][CH3:17])=[O:14])=[CH:11]2)[C:6]2[CH:19]=[C:20]([O:26][CH2:27][CH3:28])[C:21]([O:23][CH2:24][CH3:25])=[CH:22][C:5]=2[CH2:4]1)(=[O:38])[CH3:37], predict the reactants needed to synthesize it. The reactants are: [NH2:1][CH2:2][CH:3]1[N:12]2[C:7](=[CH:8][C:9](=[O:18])[C:10]([C:13]([O:15][CH2:16][CH3:17])=[O:14])=[CH:11]2)[C:6]2[CH:19]=[C:20]([O:26][CH2:27][CH3:28])[C:21]([O:23][CH2:24][CH3:25])=[CH:22][C:5]=2[CH2:4]1.C(N(CC)CC)C.[C:36](Cl)(=[O:38])[CH3:37]. (2) Given the product [CH3:1][C:2]1[C@@H:19]([O:20][C:21]([C@H:23]([OH:39])[C@@H:24]([NH:31][C:32]([O:34][C:35]([CH3:36])([CH3:37])[CH3:38])=[O:33])[C:25]2[CH:26]=[CH:27][CH:28]=[CH:29][CH:30]=2)=[O:22])[CH2:18][C@:14]2([OH:40])[C:15]([CH3:16])([CH3:17])[C:3]=1[C@@H:4]([O:59][CH3:60])[C:5]([C@@:7]1([CH3:58])[C@H:12]([C@@H:13]2[O:41][C:42]([C:44]2[CH:49]=[CH:48][CH:47]=[CH:46][CH:45]=2)=[O:43])[C@:11]2([O:52][C:53]([CH3:55])=[O:54])[CH2:50][O:51][C@@H:10]2[CH2:9][C@@H:8]1[O:56][CH3:57])=[O:6].[CH3:61][CH:62]1[CH2:66][CH2:65][CH2:64][O:63]1.[CH3:18][CH2:19][CH2:2][CH2:3][CH2:4][CH3:5], predict the reactants needed to synthesize it. The reactants are: [CH3:1][C:2]1[C@@H:19]([O:20][C:21]([C@H:23]([OH:39])[C@@H:24]([NH:31][C:32]([O:34][C:35]([CH3:38])([CH3:37])[CH3:36])=[O:33])[C:25]2[CH:26]=[CH:27][CH:28]=[CH:29][CH:30]=2)=[O:22])[CH2:18][C@:14]2([OH:40])[C:15]([CH3:17])([CH3:16])[C:3]=1[C@@H:4]([O:59][CH3:60])[C:5]([C@@:7]1([CH3:58])[C@H:12]([C@@H:13]2[O:41][C:42]([C:44]2[CH:45]=[CH:46][CH:47]=[CH:48][CH:49]=2)=[O:43])[C@:11]2([O:52][C:53]([CH3:55])=[O:54])[CH2:50][O:51][C@@H:10]2[CH2:9][C@@H:8]1[O:56][CH3:57])=[O:6].[CH3:61][CH:62]1[CH2:66][CH2:65][CH2:64][O:63]1. (3) Given the product [OH:2][C:3]1[CH:20]=[C:19]([C:21]([NH:37][O:36][CH3:32])=[O:23])[CH:18]=[C:17]2[C:4]=1[C@@:5]1([CH3:53])[C@H:14]([CH2:15][S:16]2(=[O:25])=[O:24])[C@:13]2([CH3:26])[C@H:8]([C:9]([CH3:27])([CH3:28])[CH2:10][CH2:11][CH2:12]2)[CH2:7][CH2:6]1, predict the reactants needed to synthesize it. The reactants are: C[O:2][C:3]1[CH:20]=[C:19]([C:21]([OH:23])=O)[CH:18]=[C:17]2[C:4]=1[C@H:5]1[C@H:14]([CH2:15][S:16]2(=[O:25])=[O:24])[C@:13]2([CH3:26])[C@H:8]([C:9]([CH3:28])([CH3:27])[CH2:10][CH2:11][CH2:12]2)[CH2:7][CH2:6]1.CN([C:32]([O:36][N:37]1N=NC2C=CC=NC1=2)=[N+](C)C)C.F[P-](F)(F)(F)(F)F.[CH3:53]N1CCOCC1.Cl.CON. (4) Given the product [Br:29][C:28]1[C:21]([NH:20][C:10]2[CH2:11][N:7]([CH2:6][C:5]3[CH:15]=[CH:16][C:17]([O:18][CH3:19])=[C:3]([O:2][CH3:1])[CH:4]=3)[C:8](=[O:14])[CH:9]=2)=[C:22]([CH:25]=[CH:26][CH:27]=1)[C:23]#[N:24], predict the reactants needed to synthesize it. The reactants are: [CH3:1][O:2][C:3]1[CH:4]=[C:5]([CH:15]=[CH:16][C:17]=1[O:18][CH3:19])[CH2:6][N:7]1[CH2:11][C:10](OC)=[CH:9][C:8]1=[O:14].[NH2:20][C:21]1[C:28]([Br:29])=[CH:27][CH:26]=[CH:25][C:22]=1[C:23]#[N:24]. (5) Given the product [Cl:34][C:16]1[N:15]2[N:19]=[CH:20][CH:21]=[C:14]2[N:13]=[C:12]([S:11][CH3:10])[N:17]=1, predict the reactants needed to synthesize it. The reactants are: CN(C)C1C=CC=CC=1.[CH3:10][S:11][C:12]1[NH:17][C:16](=O)[N:15]2[N:19]=[CH:20][CH:21]=[C:14]2[N:13]=1.CCOC1C=CC(N)=CC=1.O=P(Cl)(Cl)[Cl:34]. (6) Given the product [Cl:22][C:16]1[CH:15]=[C:14]([N:8]2[CH:4]([CH:1]([CH3:3])[CH3:2])[C:5](=[O:12])[C:6]([CH3:10])([CH3:11])[C:7]2=[O:9])[CH:21]=[CH:20][C:17]=1[C:18]#[N:19], predict the reactants needed to synthesize it. The reactants are: [CH:1]([CH:4]1[NH:8][C:7](=[O:9])[C:6]([CH3:11])([CH3:10])[C:5]1=[O:12])([CH3:3])[CH3:2].Br[C:14]1[CH:21]=[CH:20][C:17]([C:18]#[N:19])=[C:16]([Cl:22])[CH:15]=1.C(=O)([O-])[O-].[Cs+].[Cs+].C1(P(C2C=CC=CC=2)C2C3OC4C(=CC=CC=4P(C4C=CC=CC=4)C4C=CC=CC=4)C(C)(C)C=3C=CC=2)C=CC=CC=1. (7) The reactants are: [Br:1][C:2]1[C:6]([F:7])=[CH:5][NH:4][N:3]=1.[H-].[Na+].Cl[C:11]1[CH:16]=[CH:15][N:14]=[N:13][CH:12]=1. Given the product [Br:1][C:2]1[C:6]([F:7])=[CH:5][N:4]([C:11]2[CH:16]=[CH:15][N:14]=[N:13][CH:12]=2)[N:3]=1, predict the reactants needed to synthesize it. (8) Given the product [CH2:1]([N:3]([CH3:17])[S:4]([NH:7][C:8]1[CH:13]=[CH:12][CH:11]=[C:10]([CH:14]=[O:15])[C:9]=1[F:16])(=[O:6])=[O:5])[CH3:2], predict the reactants needed to synthesize it. The reactants are: [CH2:1]([N:3]([CH3:17])[S:4]([NH:7][C:8]1[CH:13]=[CH:12][CH:11]=[C:10]([CH2:14][OH:15])[C:9]=1[F:16])(=[O:6])=[O:5])[CH3:2].O1CCCC1.I(C1C=CC=CC=1C(O)=O)(=O)=O. (9) Given the product [CH3:16][O:15][C:12]1[CH:13]=[CH:14][C:9]([CH2:8][C:5]2[CH:6]=[CH:7][C:2]3[NH:1][C:20]4[CH:21]=[N:22][N:23]([CH3:24])[C:19]=4[C:17](=[O:18])[C:3]=3[CH:4]=2)=[CH:10][CH:11]=1, predict the reactants needed to synthesize it. The reactants are: [NH2:1][C:2]1[CH:7]=[CH:6][C:5]([CH2:8][C:9]2[CH:14]=[CH:13][C:12]([O:15][CH3:16])=[CH:11][CH:10]=2)=[CH:4][C:3]=1[C:17]([C:19]1[N:23]([CH3:24])[N:22]=[CH:21][C:20]=1I)=[O:18].NC1C=CC(CC2C=CC(Cl)=CC=2)=CC=1C(C1N(C)N=CC=1I)=O.